This data is from Catalyst prediction with 721,799 reactions and 888 catalyst types from USPTO. The task is: Predict which catalyst facilitates the given reaction. (1) Reactant: [NH2:1][C:2]1[C:7]([C:8](=[O:18])[C:9]2[CH:14]=[C:13]([F:15])[CH:12]=[CH:11][C:10]=2[O:16][CH3:17])=[CH:6][N:5]=[C:4]([NH:19][CH:20]2[CH2:25][CH2:24][N:23]([S:26]([CH2:29][CH2:30][CH2:31][O:32]C(=O)C)(=[O:28])=[O:27])[CH2:22][CH2:21]2)[N:3]=1.[OH-].[K+].C(O)C.C(O)(=O)C. Product: [NH2:1][C:2]1[C:7]([C:8]([C:9]2[CH:14]=[C:13]([F:15])[CH:12]=[CH:11][C:10]=2[O:16][CH3:17])=[O:18])=[CH:6][N:5]=[C:4]([NH:19][CH:20]2[CH2:25][CH2:24][N:23]([S:26]([CH2:29][CH2:30][CH2:31][OH:32])(=[O:28])=[O:27])[CH2:22][CH2:21]2)[N:3]=1. The catalyst class is: 6. (2) Reactant: [CH:1]1([C:4]2[N:8]=[C:7]([C:9]3[N:10]=[CH:11][N:12]4[C:18]=3[CH2:17][NH:16][C:15](=O)[C:14]3[CH:20]=[C:21]([Br:24])[CH:22]=[CH:23][C:13]4=3)[O:6][N:5]=2)[CH2:3][CH2:2]1.CN(C)C1C=CC(C)=CC=1.P(Cl)(Cl)([Cl:37])=O. Product: [Cl:37][C:15]1[C:14]2[CH:20]=[C:21]([Br:24])[CH:22]=[CH:23][C:13]=2[N:12]2[C:18]([CH2:17][N:16]=1)=[C:9]([C:7]1[O:6][N:5]=[C:4]([CH:1]3[CH2:3][CH2:2]3)[N:8]=1)[N:10]=[CH:11]2. The catalyst class is: 159. (3) Reactant: CC(OI1(OC(C)=O)(OC(C)=O)OC(=O)C2C=CC=CC1=2)=O.[Cl:23][C:24]1[CH:29]=[CH:28][C:27]([C:30]2[CH:35]=[N:34][N:33]3[C:36](=[O:46])[N:37]([CH2:39][CH:40]([OH:45])[CH2:41][O:42][CH2:43][CH3:44])[N:38]=[C:32]3[C:31]=2[C:47]2[CH:52]=[CH:51][C:50]([Cl:53])=[CH:49][CH:48]=2)=[CH:26][CH:25]=1. The catalyst class is: 2. Product: [Cl:23][C:24]1[CH:25]=[CH:26][C:27]([C:30]2[CH:35]=[N:34][N:33]3[C:36](=[O:46])[N:37]([CH2:39][C:40](=[O:45])[CH2:41][O:42][CH2:43][CH3:44])[N:38]=[C:32]3[C:31]=2[C:47]2[CH:48]=[CH:49][C:50]([Cl:53])=[CH:51][CH:52]=2)=[CH:28][CH:29]=1. (4) Reactant: C([O:8][C:9]1[CH:14]=[CH:13][C:12]([N:15]2[C:19]([CH3:20])=[C:18]([C:21]([NH:23][C:24]3[CH:29]=[CH:28][C:27]([O:30][C:31]([F:34])([F:33])[F:32])=[CH:26][CH:25]=3)=[O:22])[N:17]=[C:16]2[C:35]2[CH:40]=[CH:39][C:38]([Cl:41])=[CH:37][C:36]=2[Cl:42])=[CH:11][CH:10]=1)C1C=CC=CC=1.C(O)C. Product: [Cl:42][C:36]1[CH:37]=[C:38]([Cl:41])[CH:39]=[CH:40][C:35]=1[C:16]1[N:15]([C:12]2[CH:11]=[CH:10][C:9]([OH:8])=[CH:14][CH:13]=2)[C:19]([CH3:20])=[C:18]([C:21]([NH:23][C:24]2[CH:29]=[CH:28][C:27]([O:30][C:31]([F:34])([F:33])[F:32])=[CH:26][CH:25]=2)=[O:22])[N:17]=1. The catalyst class is: 570. (5) Reactant: Cl.Cl.C([C@]1(C([N:14]2[CH2:19][CH2:18][N:17]([C:20]3[N:25]=[C:24]([C:26]([F:29])([F:28])[F:27])[CH:23]=[CH:22][N:21]=3)[CH2:16][CH2:15]2)=O)CC[C@@H](N)C1)(C)C.CC1C(=O)CCOC1.C(N(CC)CC)C.C(O[BH-](OC(=O)C)OC(=O)C)(=O)C.[Na+]. Product: [N:17]1([C:20]2[N:25]=[C:24]([C:26]([F:28])([F:27])[F:29])[CH:23]=[CH:22][N:21]=2)[CH2:18][CH2:19][NH:14][CH2:15][CH2:16]1. The catalyst class is: 2. (6) Reactant: Br[C:2]1[N:3]=[C:4]2[C:10]([C:11](=[O:16])[C:12]([CH3:15])([CH3:14])[CH3:13])=[CH:9][N:8](COCC[Si](C)(C)C)[C:5]2=[N:6][CH:7]=1.[CH3:25][NH:26][C:27](=[O:34])[C:28]1[CH:33]=[CH:32][CH:31]=[CH:30][CH:29]=1.C([O-])([O-])=O.[K+].[K+].CNCCNC. Product: [CH3:15][C:12]([CH3:13])([CH3:14])[C:11]([C:10]1[C:4]2[C:5](=[N:6][CH:7]=[C:2]([N:26]([CH3:25])[C:27](=[O:34])[C:28]3[CH:33]=[CH:32][CH:31]=[CH:30][CH:29]=3)[N:3]=2)[NH:8][CH:9]=1)=[O:16]. The catalyst class is: 205. (7) The catalyst class is: 3. Reactant: [C:1]1([C:7]2[C:15]3[C:14]([N:16]4[CH2:21][CH2:20][CH:19]([CH2:22][O:23][CH2:24][CH2:25][N:26]5[CH2:30][CH2:29][CH2:28][CH2:27]5)[CH2:18][CH2:17]4)=[N:13][CH:12]=[N:11][C:10]=3[S:9][C:8]=2[C:31](O)=[O:32])[CH:6]=[CH:5][CH:4]=[CH:3][CH:2]=1.CN(C(ON1N=[N:49][C:44]2[CH:45]=CC=N[C:43]1=2)=[N+](C)C)C.F[P-](F)(F)(F)(F)F.C(N)(C)C.C(N(CC)CC)C. Product: [CH:44]([NH:49][C:31]([C:8]1[S:9][C:10]2[N:11]=[CH:12][N:13]=[C:14]([N:16]3[CH2:21][CH2:20][CH:19]([CH2:22][O:23][CH2:24][CH2:25][N:26]4[CH2:30][CH2:29][CH2:28][CH2:27]4)[CH2:18][CH2:17]3)[C:15]=2[C:7]=1[C:1]1[CH:6]=[CH:5][CH:4]=[CH:3][CH:2]=1)=[O:32])([CH3:45])[CH3:43].